Regression. Given a peptide amino acid sequence and an MHC pseudo amino acid sequence, predict their binding affinity value. This is MHC class I binding data. From a dataset of Peptide-MHC class I binding affinity with 185,985 pairs from IEDB/IMGT. (1) The peptide sequence is ADFKLFFRW. The MHC is HLA-A26:01 with pseudo-sequence HLA-A26:01. The binding affinity (normalized) is 0.0847. (2) The peptide sequence is RWILAIPRRI. The MHC is Mamu-B08 with pseudo-sequence Mamu-B08. The binding affinity (normalized) is 0.331. (3) The peptide sequence is KDPPFQWMGY. The MHC is Mamu-A01 with pseudo-sequence Mamu-A01. The binding affinity (normalized) is 0. (4) The peptide sequence is MCNVYIPPY. The MHC is HLA-A24:02 with pseudo-sequence HLA-A24:02. The binding affinity (normalized) is 0.